Predict the reaction yield, written as a fraction of the theoretical maximum amount of product (1.0 means a 100% yield; for example, 0.34 means a 34% yield). From a dataset of Reaction yield outcomes from USPTO patents with 853,638 reactions. (1) The reactants are [H-].[Na+].[NH:3]1[CH2:8][CH2:7][CH2:6][CH2:5][C:4]1=[O:9].Br[CH2:11][C:12]1[CH:21]=[CH:20][C:15]([C:16]([O:18][CH3:19])=[O:17])=[CH:14][CH:13]=1.[Cl-].[Na+]. The product is [O:9]=[C:4]1[CH2:5][CH2:6][CH2:7][CH2:8][N:3]1[CH2:11][C:12]1[CH:21]=[CH:20][C:15]([C:16]([O:18][CH3:19])=[O:17])=[CH:14][CH:13]=1. The yield is 1.00. The catalyst is CN(C=O)C. (2) The reactants are Cl[C:2]1[C:14]2[N:13]=[C:12]3[N:7]([CH2:8][CH2:9][O:10][C:11]3([CH3:16])[CH3:15])[C:6]=2[N:5]=[C:4]([Cl:17])[N:3]=1.[CH3:18][C@H:19]1[O:24][C@@H:23]([CH3:25])[CH2:22][NH:21][CH2:20]1.C(N(CC)CC)C. No catalyst specified. The product is [Cl:17][C:4]1[N:3]=[C:2]([N:21]2[CH2:20][C@H:19]([CH3:18])[O:24][C@H:23]([CH3:25])[CH2:22]2)[C:14]2[N:13]=[C:12]3[N:7]([C:6]=2[N:5]=1)[CH2:8][CH2:9][O:10][C:11]3([CH3:16])[CH3:15]. The yield is 0.990. (3) The reactants are Cl[C:2]1[CH:14]=[CH:13][C:5]([C:6]([N:8]([CH2:11][CH3:12])[CH2:9][CH3:10])=[O:7])=[C:4]([C:15]([F:18])([F:17])[F:16])[CH:3]=1.C(=O)([O-])[O-].[K+].[K+].[CH2:25]([Zn]CC)[CH3:26]. The catalyst is CN(C)C=O.C1(C)C=CC=CC=1. The product is [CH2:9]([N:8]([CH2:11][CH3:12])[C:6](=[O:7])[C:5]1[CH:13]=[CH:14][C:2]([CH2:25][CH3:26])=[CH:3][C:4]=1[C:15]([F:18])([F:17])[F:16])[CH3:10]. The yield is 0.750. (4) The reactants are [Br:1][C:2]1[CH:7]=[C:6](I)[CH:5]=[CH:4][N:3]=1.C[Si](C)(C)[C:11]#[C:12][CH3:13].C(N(CC)CC)C.[F-].C([N+](CCCC)(CCCC)CCCC)CCC. The catalyst is C1(C)C=CC=CC=1.[Cu]I.C1C=CC([P]([Pd]([P](C2C=CC=CC=2)(C2C=CC=CC=2)C2C=CC=CC=2)([P](C2C=CC=CC=2)(C2C=CC=CC=2)C2C=CC=CC=2)[P](C2C=CC=CC=2)(C2C=CC=CC=2)C2C=CC=CC=2)(C2C=CC=CC=2)C2C=CC=CC=2)=CC=1. The product is [Br:1][C:2]1[CH:7]=[C:6]([C:11]#[C:12][CH3:13])[CH:5]=[CH:4][N:3]=1. The yield is 0.870. (5) The reactants are [C:1]([N:11]1[CH2:16][CH2:15][C:14](=O)[CH2:13][CH2:12]1)([O:3][CH2:4][C:5]1[CH:10]=[CH:9][CH:8]=[CH:7][CH:6]=1)=[O:2].Cl.[C:19]([O:23][C:24](=[O:28])[C@H:25]([CH3:27])[NH2:26])([CH3:22])([CH3:21])[CH3:20].C(O[BH-](OC(=O)C)OC(=O)C)(=O)C.[Na+]. The catalyst is ClC(Cl)C. The product is [C:19]([O:23][C:24](=[O:28])[C@@H:25]([NH:26][CH:14]1[CH2:15][CH2:16][N:11]([C:1]([O:3][CH2:4][C:5]2[CH:10]=[CH:9][CH:8]=[CH:7][CH:6]=2)=[O:2])[CH2:12][CH2:13]1)[CH3:27])([CH3:22])([CH3:21])[CH3:20]. The yield is 0.970. (6) The reactants are [Br:1][C:2]1[CH:10]=[CH:9][C:8]([O:11][CH3:12])=[CH:7][C:3]=1[C:4]([OH:6])=O.[CH2:13]([O:20][C:21]1[CH:38]=[CH:37][C:24]([C:25]([NH:27][CH2:28][C:29](=[O:36])[N:30]2[CH2:35][CH2:34][NH:33][CH2:32][CH2:31]2)=[O:26])=[CH:23][CH:22]=1)[C:14]1[CH:19]=[CH:18][CH:17]=[CH:16][CH:15]=1.CCN=C=NCCCN(C)C.Cl.C1C=CC2N(O)N=NC=2C=1.CCN(C(C)C)C(C)C. The catalyst is CN(C=O)C.O. The product is [CH2:13]([O:20][C:21]1[CH:38]=[CH:37][C:24]([C:25]([NH:27][CH2:28][C:29]([N:30]2[CH2:35][CH2:34][N:33]([C:4](=[O:6])[C:3]3[CH:7]=[C:8]([O:11][CH3:12])[CH:9]=[CH:10][C:2]=3[Br:1])[CH2:32][CH2:31]2)=[O:36])=[O:26])=[CH:23][CH:22]=1)[C:14]1[CH:19]=[CH:18][CH:17]=[CH:16][CH:15]=1. The yield is 0.430.